Dataset: Catalyst prediction with 721,799 reactions and 888 catalyst types from USPTO. Task: Predict which catalyst facilitates the given reaction. (1) Reactant: C([O-])(=[O:3])C.[NH4+].Cl[C:7]1[C:16]([C:17]#[N:18])=[C:15]([Cl:19])[C:14]2[C:9](=[CH:10][CH:11]=[C:12]([CH3:20])[CH:13]=2)[N:8]=1. Product: [Cl:19][C:15]1[C:14]2[C:9](=[CH:10][CH:11]=[C:12]([CH3:20])[CH:13]=2)[NH:8][C:7](=[O:3])[C:16]=1[C:17]#[N:18]. The catalyst class is: 15. (2) Reactant: Br[C:2]1[CH:7]=[CH:6][C:5]([CH3:8])=[CH:4][C:3]=1[CH3:9].[C:10]([N:17]1[CH2:22][CH2:21][NH:20][C@H:19]([CH3:23])[CH2:18]1)([O:12][C:13]([CH3:16])([CH3:15])[CH3:14])=[O:11].C1(P(C2CCCCC2)C2C=CC=CC=2C2C(C(C)C)=CC(C(C)C)=CC=2C(C)C)CCCCC1.CC(C)([O-])C.[Na+]. Product: [C:13]([O:12][C:10]([N:17]1[CH2:22][CH2:21][N:20]([C:2]2[CH:7]=[CH:6][C:5]([CH3:8])=[CH:4][C:3]=2[CH3:9])[C@H:19]([CH3:23])[CH2:18]1)=[O:11])([CH3:16])([CH3:14])[CH3:15]. The catalyst class is: 487. (3) Reactant: [F:1][C:2]1[CH:3]=[C:4]([CH:27]=[CH:28][CH:29]=1)[CH2:5][N:6]1[C:18]2[CH2:17][CH2:16][CH:15]([NH:19][C:20]([CH:22]3[CH2:24][CH2:23]3)=[O:21])[CH2:14][C:13]=2[C:12]2[C:7]1=[CH:8][CH:9]=[C:10]([CH:25]=O)[CH:11]=2.[O:30]([NH2:32])[CH3:31].[OH-].[Na+]. Product: [F:1][C:2]1[CH:3]=[C:4]([CH:27]=[CH:28][CH:29]=1)[CH2:5][N:6]1[C:18]2[CH2:17][CH2:16][CH:15]([NH:19][C:20]([CH:22]3[CH2:24][CH2:23]3)=[O:21])[CH2:14][C:13]=2[C:12]2[C:7]1=[CH:8][CH:9]=[C:10]([CH:25]=[N:32][O:30][CH3:31])[CH:11]=2. The catalyst class is: 88.